This data is from Full USPTO retrosynthesis dataset with 1.9M reactions from patents (1976-2016). The task is: Predict the reactants needed to synthesize the given product. (1) The reactants are: CC1C=CC(S(O[CH2:12][CH:13]2[CH2:17][C:16]3[CH:18]=[C:19]([F:31])[CH:20]=[C:21]([C:22]4[CH:27]=[C:26]([CH3:28])[CH:25]=[CH:24][C:23]=4[O:29][CH3:30])[C:15]=3[O:14]2)(=O)=O)=CC=1.[CH3:32][NH2:33]. Given the product [F:31][C:19]1[CH:20]=[C:21]([C:22]2[CH:27]=[C:26]([CH3:28])[CH:25]=[CH:24][C:23]=2[O:29][CH3:30])[C:15]2[O:14][CH:13]([CH2:12][NH:33][CH3:32])[CH2:17][C:16]=2[CH:18]=1, predict the reactants needed to synthesize it. (2) Given the product [Br:1][C:2]1[CH:7]=[CH:6][C:5]([CH2:8][CH2:9][C:10]([Cl:15])=[O:12])=[CH:4][CH:3]=1, predict the reactants needed to synthesize it. The reactants are: [Br:1][C:2]1[CH:7]=[CH:6][C:5]([CH2:8][CH2:9][C:10]([OH:12])=O)=[CH:4][CH:3]=1.S(Cl)([Cl:15])=O. (3) Given the product [C:37]([NH:1][CH2:2][C:3]1[CH:4]=[C:5]([C:20]2[S:24][C:23]([C@@:25]3([OH:36])[CH2:30][CH2:29][C@H:28]([C:31]([OH:33])=[O:32])[C:27]([CH3:34])([CH3:35])[CH2:26]3)=[N:22][CH:21]=2)[CH:6]=[C:7]([NH:9][C:10]2[N:15]=[C:14]([C:16]([F:18])([F:19])[F:17])[CH:13]=[CH:12][N:11]=2)[CH:8]=1)(=[O:39])[CH3:38].[C:37]([NH:1][CH2:2][C:3]1[CH:4]=[C:5]([C:20]2[S:24][C:23]([C@@:25]3([OH:36])[CH2:30][CH2:29][C@H:28]([C:31]([O:33][CH3:41])=[O:32])[C:27]([CH3:34])([CH3:35])[CH2:26]3)=[N:22][CH:21]=2)[CH:6]=[C:7]([NH:9][C:10]2[N:15]=[C:14]([C:16]([F:18])([F:19])[F:17])[CH:13]=[CH:12][N:11]=2)[CH:8]=1)(=[O:40])[CH3:38], predict the reactants needed to synthesize it. The reactants are: [NH2:1][CH2:2][C:3]1[CH:4]=[C:5]([C:20]2[S:24][C:23]([C@@:25]3([OH:36])[CH2:30][CH2:29][C@H:28]([C:31]([OH:33])=[O:32])[C:27]([CH3:35])([CH3:34])[CH2:26]3)=[N:22][CH:21]=2)[CH:6]=[C:7]([NH:9][C:10]2[N:15]=[C:14]([C:16]([F:19])([F:18])[F:17])[CH:13]=[CH:12][N:11]=2)[CH:8]=1.[C:37]([OH:40])(=[O:39])[CH3:38].[CH2:41](Cl)CCl.C1C=CC2N(O)N=NC=2C=1.C(N(CC)CC)C. (4) The reactants are: [CH3:1][CH:2]([CH2:5][O:6][CH2:7][CH2:8][CH2:9][CH2:10][CH:11]([CH3:13])[CH3:12])[CH:3]=[O:4].[OH:14][CH2:15]/C=C(/C)\CCC=C(C)C. Given the product [CH3:13][CH:11]([CH3:12])[CH2:10][CH2:9][CH2:8][CH2:7][O:6][CH2:5][CH2:2][CH2:3][CH:15]=[O:14].[CH3:1][CH:2]([CH2:5][O:6][CH2:7][CH2:8][CH2:9][CH2:10][CH:11]([CH3:13])[CH3:12])[CH:3]=[O:4], predict the reactants needed to synthesize it. (5) Given the product [CH2:31]([O:8][C:6]1[CH:7]=[CH:2][C:3]2[N:9]=[C:10]([C:12]3[N:17]=[CH:16][C:15]([O:18][CH2:19][C@@H:20]([NH:22][C:23](=[O:29])[O:24][C:25]([CH3:28])([CH3:26])[CH3:27])[CH3:21])=[CH:14][C:13]=3[F:30])[O:11][C:4]=2[CH:5]=1)[CH3:32], predict the reactants needed to synthesize it. The reactants are: O[C:2]1[CH:7]=[C:6]([OH:8])[CH:5]=[CH:4][C:3]=1[NH:9][C:10]([C:12]1[N:17]=[CH:16][C:15]([O:18][CH2:19][C@@H:20]([NH:22][C:23](=[O:29])[O:24][C:25]([CH3:28])([CH3:27])[CH3:26])[CH3:21])=[CH:14][C:13]=1[F:30])=[O:11].[CH2:31](I)[CH3:32]. (6) Given the product [CH2:29]([O:28][P:27]([CH:23]([C:13]1[C:12](=[O:25])[C:11]2[C:16](=[CH:17][C:8]([NH:7][CH:1]3[CH2:6][CH2:5][CH2:4][CH2:3][CH2:2]3)=[C:9]([F:26])[CH:10]=2)[N:15]([CH:18]([CH2:19][CH3:20])[CH2:21][CH3:22])[CH:14]=1)[OH:24])(=[O:34])[O:31][CH2:32][CH3:33])[CH3:30], predict the reactants needed to synthesize it. The reactants are: [CH:1]1([NH:7][C:8]2[CH:17]=[C:16]3[C:11]([C:12](=[O:25])[C:13]([CH:23]=[O:24])=[CH:14][N:15]3[CH:18]([CH2:21][CH3:22])[CH2:19][CH3:20])=[CH:10][C:9]=2[F:26])[CH2:6][CH2:5][CH2:4][CH2:3][CH2:2]1.[P:27]([O-:34])([O:31][CH2:32][CH3:33])[O:28][CH2:29][CH3:30].C1CCN2C(=NCCC2)CC1.[Cl-].[NH4+]. (7) Given the product [CH3:1][O:2][C:3]1[CH:4]=[C:5]([C:11]2[CH:25]=[N:15][CH:14]=[C:13]([C:12]=2[OH:16])[C:17]#[N:18])[CH:6]=[CH:7][C:8]=1[O:9][CH3:10], predict the reactants needed to synthesize it. The reactants are: [CH3:1][O:2][C:3]1[CH:4]=[C:5]([CH2:11][C:12](=[O:16])[CH2:13][C:14]#[N:15])[CH:6]=[CH:7][C:8]=1[O:9][CH3:10].[CH3:17][N:18](C(OC)OC)C.[C:25]([O-])(=O)C.[NH4+].